Task: Predict the product of the given reaction.. Dataset: Forward reaction prediction with 1.9M reactions from USPTO patents (1976-2016) (1) Given the reactants [NH2:1][C:2]1[CH:11]=[C:10]([CH:12]([C:24]2[CH:29]=[CH:28][CH:27]=[CH:26][CH:25]=2)[NH:13][C:14](=[O:23])[CH2:15][O:16][C:17]2[CH:22]=[CH:21][CH:20]=[CH:19][CH:18]=2)[C:9]([OH:30])=[C:8]2[C:3]=1[CH:4]=[CH:5][CH:6]=[N:7]2.Br[CH:32]([CH:34](Br)[CH3:35])[CH3:33], predict the reaction product. The product is: [OH:30][C:9]1[C:10]([CH:12]([C:24]2[CH:29]=[CH:28][CH:27]=[CH:26][CH:25]=2)[NH:13][C:14](=[O:23])[CH2:15][O:16][C:17]2[CH:22]=[CH:21][CH:20]=[CH:19][CH:18]=2)=[CH:11][C:2]([N:1]2[CH2:35][CH2:34][CH2:32][CH2:33]2)=[C:3]2[C:8]=1[N:7]=[CH:6][CH:5]=[CH:4]2. (2) Given the reactants Cl.[CH3:2][O:3][C:4]1[C:9]([C:10](Cl)=[O:11])=[C:8]([CH3:13])[N:7]=[C:6]([O:14][CH3:15])[CH:5]=1.[CH3:16][NH2:17], predict the reaction product. The product is: [CH3:2][O:3][C:4]1[C:9]([C:10]([NH:17][CH3:16])=[O:11])=[C:8]([CH3:13])[N:7]=[C:6]([O:14][CH3:15])[CH:5]=1. (3) Given the reactants [Cl:1][C:2]1[CH:7]=[CH:6][C:5]([OH:8])=[C:4](I)[CH:3]=1.[CH3:10][O:11][C:12]1[CH:17]=[CH:16][C:15]([C:18]#[CH:19])=[CH:14][CH:13]=1.O, predict the reaction product. The product is: [Cl:1][C:2]1[CH:7]=[CH:6][C:5]2[O:8][C:18]([C:15]3[CH:16]=[CH:17][C:12]([O:11][CH3:10])=[CH:13][CH:14]=3)=[CH:19][C:4]=2[CH:3]=1. (4) Given the reactants [Cl-].O[NH3+:3].[C:4](=[O:7])([O-])[OH:5].[Na+].CS(C)=O.[CH3:13][O:14][CH2:15][C:16]1[N:47]=[C:19]2[N:20]([CH:43]([CH3:46])[CH2:44][CH3:45])[C:21](=[O:42])[C:22]([CH2:27][C:28]3[CH:33]=[CH:32][C:31]([C:34]4[C:35]([C:40]#[N:41])=[CH:36][CH:37]=[CH:38][CH:39]=4)=[CH:30][CH:29]=3)=[C:23]([CH2:24][CH2:25][CH3:26])[N:18]2[N:17]=1, predict the reaction product. The product is: [CH3:13][O:14][CH2:15][C:16]1[N:47]=[C:19]2[N:20]([CH:43]([CH3:46])[CH2:44][CH3:45])[C:21](=[O:42])[C:22]([CH2:27][C:28]3[CH:33]=[CH:32][C:31]([C:34]4[CH:39]=[CH:38][CH:37]=[CH:36][C:35]=4[C:40]4[NH:3][C:4](=[O:7])[O:5][N:41]=4)=[CH:30][CH:29]=3)=[C:23]([CH2:24][CH2:25][CH3:26])[N:18]2[N:17]=1.